From a dataset of Full USPTO retrosynthesis dataset with 1.9M reactions from patents (1976-2016). Predict the reactants needed to synthesize the given product. (1) Given the product [ClH:12].[O:1]=[C:2]([C:6]1[CH:11]=[CH:10][CH:9]=[CH:8][CH:7]=1)[CH2:3][C:4](=[NH:5])[O:15][CH2:13][CH3:14], predict the reactants needed to synthesize it. The reactants are: [O:1]=[C:2]([C:6]1[CH:11]=[CH:10][CH:9]=[CH:8][CH:7]=1)[CH2:3][C:4]#[N:5].[ClH:12].[CH2:13]([OH:15])[CH3:14]. (2) Given the product [Cl:30][C:22]1[S:21][CH:20]=[CH:24][C:23]=1[CH2:25][CH2:26][N:27]1[CH2:28][CH2:41][CH2:40][CH2:29]1, predict the reactants needed to synthesize it. The reactants are: BrC1C([C:20]2[S:21][C:22]([Cl:30])=[C:23]([CH2:25][CH2:26][N:27]([CH3:29])[CH3:28])[CH:24]=2)=NC(NCCN2C(C)(C)C(=O)NC2=O)=NC=1.C(=O)([O-])[O-].[K+].[K+].[I-].[Na+].Br[CH2:40][CH2:41]CCBr.